This data is from NCI-60 drug combinations with 297,098 pairs across 59 cell lines. The task is: Regression. Given two drug SMILES strings and cell line genomic features, predict the synergy score measuring deviation from expected non-interaction effect. (1) Drug 1: CC1=C(C=C(C=C1)NC2=NC=CC(=N2)N(C)C3=CC4=NN(C(=C4C=C3)C)C)S(=O)(=O)N.Cl. Drug 2: CC1=C(N=C(N=C1N)C(CC(=O)N)NCC(C(=O)N)N)C(=O)NC(C(C2=CN=CN2)OC3C(C(C(C(O3)CO)O)O)OC4C(C(C(C(O4)CO)O)OC(=O)N)O)C(=O)NC(C)C(C(C)C(=O)NC(C(C)O)C(=O)NCCC5=NC(=CS5)C6=NC(=CS6)C(=O)NCCC[S+](C)C)O. Cell line: HCT116. Synergy scores: CSS=0.259, Synergy_ZIP=-11.2, Synergy_Bliss=-21.0, Synergy_Loewe=-44.8, Synergy_HSA=-21.6. (2) Drug 1: C1=NC(=NC(=O)N1C2C(C(C(O2)CO)O)O)N. Drug 2: CNC(=O)C1=NC=CC(=C1)OC2=CC=C(C=C2)NC(=O)NC3=CC(=C(C=C3)Cl)C(F)(F)F. Cell line: MDA-MB-231. Synergy scores: CSS=7.52, Synergy_ZIP=-4.27, Synergy_Bliss=1.27, Synergy_Loewe=-18.2, Synergy_HSA=-2.35. (3) Drug 1: CN1C(=O)N2C=NC(=C2N=N1)C(=O)N. Drug 2: C1=NC2=C(N=C(N=C2N1C3C(C(C(O3)CO)O)F)Cl)N. Cell line: K-562. Synergy scores: CSS=19.5, Synergy_ZIP=-6.45, Synergy_Bliss=-8.82, Synergy_Loewe=-20.4, Synergy_HSA=-6.26. (4) Drug 1: C1=CN(C(=O)N=C1N)C2C(C(C(O2)CO)O)O.Cl. Drug 2: C1CC(C1)(C(=O)O)C(=O)O.[NH2-].[NH2-].[Pt+2]. Cell line: NCI-H226. Synergy scores: CSS=8.74, Synergy_ZIP=-4.36, Synergy_Bliss=-2.19, Synergy_Loewe=-5.30, Synergy_HSA=-1.20. (5) Drug 2: COC1=C(C=C2C(=C1)N=CN=C2NC3=CC(=C(C=C3)F)Cl)OCCCN4CCOCC4. Cell line: NCI-H460. Synergy scores: CSS=36.4, Synergy_ZIP=5.33, Synergy_Bliss=10.2, Synergy_Loewe=3.60, Synergy_HSA=8.66. Drug 1: CCCS(=O)(=O)NC1=C(C(=C(C=C1)F)C(=O)C2=CNC3=C2C=C(C=N3)C4=CC=C(C=C4)Cl)F. (6) Drug 1: CC1CCC2CC(C(=CC=CC=CC(CC(C(=O)C(C(C(=CC(C(=O)CC(OC(=O)C3CCCCN3C(=O)C(=O)C1(O2)O)C(C)CC4CCC(C(C4)OC)OCCO)C)C)O)OC)C)C)C)OC. Drug 2: CC(C)CN1C=NC2=C1C3=CC=CC=C3N=C2N. Cell line: TK-10. Synergy scores: CSS=13.3, Synergy_ZIP=-8.35, Synergy_Bliss=-7.80, Synergy_Loewe=-13.3, Synergy_HSA=-6.35. (7) Drug 1: C1=CN(C(=O)N=C1N)C2C(C(C(O2)CO)O)O.Cl. Drug 2: CC(C)CN1C=NC2=C1C3=CC=CC=C3N=C2N. Cell line: HOP-92. Synergy scores: CSS=15.1, Synergy_ZIP=0.861, Synergy_Bliss=6.67, Synergy_Loewe=2.62, Synergy_HSA=5.42.